This data is from Forward reaction prediction with 1.9M reactions from USPTO patents (1976-2016). The task is: Predict the product of the given reaction. Given the reactants [CH2:1]([N:3]1[CH2:8][CH2:7][N:6]([C:9]2[C:14]3=[CH:15][S:16][CH:17]=[C:13]3[CH:12]=[C:11]([C:18]3[CH:23]=[CH:22][C:21]([O:24]COC)=[CH:20][CH:19]=3)[N:10]=2)[CH2:5][CH2:4]1)[CH3:2].Cl.[OH-].[Na+], predict the reaction product. The product is: [CH2:1]([N:3]1[CH2:8][CH2:7][N:6]([C:9]2[C:14]3=[CH:15][S:16][CH:17]=[C:13]3[CH:12]=[C:11]([C:18]3[CH:23]=[CH:22][C:21]([OH:24])=[CH:20][CH:19]=3)[N:10]=2)[CH2:5][CH2:4]1)[CH3:2].